The task is: Predict the product of the given reaction.. This data is from Forward reaction prediction with 1.9M reactions from USPTO patents (1976-2016). (1) Given the reactants [CH3:1][S:2]([C:5]1[CH:10]=[CH:9][C:8]([C:11]2[CH2:16][CH2:15][N:14](C(OC(C)(C)C)=O)[CH2:13][CH:12]=2)=[CH:7][CH:6]=1)(=[O:4])=[O:3].C(OCC)C.[ClH:29], predict the reaction product. The product is: [ClH:29].[CH3:1][S:2]([C:5]1[CH:6]=[CH:7][C:8]([C:11]2[CH2:16][CH2:15][NH:14][CH2:13][CH:12]=2)=[CH:9][CH:10]=1)(=[O:4])=[O:3]. (2) The product is: [Cl:1][C:2]1[CH:3]=[C:4]([CH:9]2[C:18]3[C:13](=[CH:14][C:15]([C:31]4[N:32]=[N:33][C:34]([C:37]([F:40])([F:39])[F:38])=[CH:35][CH:36]=4)=[C:16]([F:19])[CH:17]=3)[CH2:12][N:11]([CH3:29])[CH2:10]2)[CH:5]=[CH:6][C:7]=1[Cl:8]. Given the reactants [Cl:1][C:2]1[CH:3]=[C:4]([CH:9]2[C:18]3[C:13](=[CH:14][C:15](B4OC(C)(C)C(C)(C)O4)=[C:16]([F:19])[CH:17]=3)[CH2:12][N:11]([CH3:29])[CH2:10]2)[CH:5]=[CH:6][C:7]=1[Cl:8].Cl[C:31]1[N:32]=[N:33][C:34]([C:37]([F:40])([F:39])[F:38])=[CH:35][CH:36]=1.C(=O)([O-])[O-].[Cs+].[Cs+], predict the reaction product. (3) The product is: [Cl:1][C:2]1[C:7]([CH:21]([C:20]2[CH:23]=[C:24]([O:29][CH3:30])[C:25]([O:27][CH3:28])=[CH:26][C:19]=2[CH:16]([CH3:18])[CH3:17])[OH:22])=[CH:6][N:5]=[C:4]([S:9][CH3:10])[N:3]=1. Given the reactants [Cl:1][C:2]1[C:7](I)=[CH:6][N:5]=[C:4]([S:9][CH3:10])[N:3]=1.C([Mg]Br)(C)C.[CH:16]([C:19]1[CH:26]=[C:25]([O:27][CH3:28])[C:24]([O:29][CH3:30])=[CH:23][C:20]=1[CH:21]=[O:22])([CH3:18])[CH3:17], predict the reaction product. (4) Given the reactants C(OC(=O)[NH:7][C:8]1[S:9][C:10]2[CH:37]=[CH:36][CH:35]=[CH:34][C:11]=2[C:12]=1[C:13]([N:15]1[CH2:20][CH2:19][CH:18]([N:21]2[CH2:33][C:25]3([C:29](=[O:30])[O:28][C:27]([CH3:32])([CH3:31])[CH2:26]3)[O:24][CH2:23][CH2:22]2)[CH2:17][CH2:16]1)=[O:14])(C)(C)C.C(=O)([O-])O.[Na+], predict the reaction product. The product is: [NH2:7][C:8]1[S:9][C:10]2[CH:37]=[CH:36][CH:35]=[CH:34][C:11]=2[C:12]=1[C:13]([N:15]1[CH2:16][CH2:17][CH:18]([N:21]2[CH2:33][C:25]3([C:29](=[O:30])[O:28][C:27]([CH3:32])([CH3:31])[CH2:26]3)[O:24][CH2:23][CH2:22]2)[CH2:19][CH2:20]1)=[O:14]. (5) Given the reactants [Cl:1][C:2]1[CH:11]=[CH:10][C:5]([C:6]([NH:8][CH3:9])=[O:7])=[C:4]([CH2:12]O)[CH:3]=1.C(N(CC)CC)C.CS(Cl)(=O)=O.CN(C=O)C.[N:31]([Si](C)(C)C)=[N+:32]=[N-:33], predict the reaction product. The product is: [N:31]([CH2:12][C:4]1[CH:3]=[C:2]([Cl:1])[CH:11]=[CH:10][C:5]=1[C:6]([NH:8][CH3:9])=[O:7])=[N+:32]=[N-:33].